The task is: Predict the product of the given reaction.. This data is from Forward reaction prediction with 1.9M reactions from USPTO patents (1976-2016). (1) Given the reactants C(NC(C)C)(C)C.C([Li])CCC.[CH3:13][O:14][C:15](=[O:26])[CH2:16][C:17]1[CH:22]=[CH:21][C:20]([S:23][CH3:24])=[C:19]([Cl:25])[CH:18]=1.I[CH2:28][CH:29]1[CH2:33][CH2:32][C:31]2([O:38][CH2:37][CH2:36][CH2:35][O:34]2)[CH2:30]1, predict the reaction product. The product is: [CH3:13][O:14][C:15](=[O:26])[CH:16]([C:17]1[CH:22]=[CH:21][C:20]([S:23][CH3:24])=[C:19]([Cl:25])[CH:18]=1)[CH2:28][CH:29]1[CH2:33][CH2:32][C:31]2([O:34][CH2:35][CH2:36][CH2:37][O:38]2)[CH2:30]1. (2) Given the reactants [NH2:1][C:2]1[CH:3]=[CH:4][C:5]([F:8])=[N:6][CH:7]=1.C([Mg]Cl)(C)C.[CH:14]([C:17]1[CH:21]=[C:20]([NH:22][C:23]2[C:24]3[CH2:40][C:39]([CH3:42])([CH3:41])[CH2:38][C:25]=3[N:26]=[C:27]([N:29]3[CH2:33][CH2:32][CH2:31][C@H:30]3[C:34](OC)=[O:35])[N:28]=2)[NH:19][N:18]=1)([CH3:16])[CH3:15], predict the reaction product. The product is: [F:8][C:5]1[N:6]=[CH:7][C:2]([NH:1][C:34]([C@@H:30]2[CH2:31][CH2:32][CH2:33][N:29]2[C:27]2[N:28]=[C:23]([NH:22][C:20]3[NH:19][N:18]=[C:17]([CH:14]([CH3:16])[CH3:15])[CH:21]=3)[C:24]3[CH2:40][C:39]([CH3:42])([CH3:41])[CH2:38][C:25]=3[N:26]=2)=[O:35])=[CH:3][CH:4]=1. (3) Given the reactants [CH3:1][N:2]([CH3:30])[C:3]1[CH:8]=[CH:7][C:6]([C:9]2[NH:14][C:13](=[O:15])[C:12]([C:16]([O:18]CC3C=CC=CC=3)=[O:17])=[C:11]([OH:26])[C:10]=2[CH2:27][CH:28]=[O:29])=[CH:5][CH:4]=1, predict the reaction product. The product is: [CH3:30][N:2]([CH3:1])[C:3]1[CH:8]=[CH:7][C:6]([C:9]2[NH:14][C:13](=[O:15])[C:12]([C:16]([OH:18])=[O:17])=[C:11]([OH:26])[C:10]=2[CH2:27][CH:28]=[O:29])=[CH:5][CH:4]=1. (4) Given the reactants [CH3:1][N:2]1[C:6]([CH3:7])=[C:5]([CH:8]=O)[C:4](=[O:10])[N:3]1[CH3:11].Cl.[NH2:13]O, predict the reaction product. The product is: [CH3:1][N:2]1[C:6]([CH3:7])=[C:5]([C:8]#[N:13])[C:4](=[O:10])[N:3]1[CH3:11]. (5) Given the reactants C(OC(=O)[N:10]([CH2:32][C:33]([CH3:39])([CH3:38])[CH2:34][CH2:35][C:36]#[N:37])[CH2:11][C@@H:12]([OH:31])[C@@H:13]([NH:21][C:22]([O:24][CH:25]1[CH2:30][O:29][CH2:28][O:27][CH2:26]1)=[O:23])[CH2:14][C:15]1[CH:20]=[CH:19][CH:18]=[CH:17][CH:16]=1)C1C=CC=CC=1.[H][H], predict the reaction product. The product is: [O:27]1[CH2:26][CH:25]([O:24][C:22](=[O:23])[NH:21][C@@H:13]([CH2:14][C:15]2[CH:16]=[CH:17][CH:18]=[CH:19][CH:20]=2)[C@H:12]([OH:31])[CH2:11][NH:10][CH2:32][C:33]([CH3:39])([CH3:38])[CH2:34][CH2:35][C:36]#[N:37])[CH2:30][O:29][CH2:28]1. (6) Given the reactants Cl.[O:2]=[C:3]1[NH:11][C:10]2[C:5](=[N:6][C:7]([C:12]3[CH:13]=[N:14][N:15]4[CH:20]=[CH:19][C:18]([C:21]#[N:22])=[CH:17][C:16]=34)=[N:8][CH:9]=2)[N:4]1[C@H:23]1[CH2:28][CH2:27][CH2:26][NH:25][CH2:24]1.[C:29](OC(=O)C)(=[O:31])[CH3:30], predict the reaction product. The product is: [C:29]([N:25]1[CH2:26][CH2:27][CH2:28][C@H:23]([N:4]2[C:3](=[O:2])[NH:11][C:10]3[C:5]2=[N:6][C:7]([C:12]2[CH:13]=[N:14][N:15]4[CH:20]=[CH:19][C:18]([C:21]#[N:22])=[CH:17][C:16]=24)=[N:8][CH:9]=3)[CH2:24]1)(=[O:31])[CH3:30].